This data is from Full USPTO retrosynthesis dataset with 1.9M reactions from patents (1976-2016). The task is: Predict the reactants needed to synthesize the given product. Given the product [B-:23]1([F:26])([F:24])[N+:35]2=[C:32]([CH3:33])[CH:34]=[C:39]([CH3:1])[C:38]2=[C:40]([CH2:12][CH2:11][CH2:10][CH2:9][C:8]#[CH:7])[C:19]2[N:18]1[C:17]([CH3:16])=[CH:21][C:20]=2[CH3:22], predict the reactants needed to synthesize it. The reactants are: [C:1](Cl)(=O)C(Cl)=O.[C:7](O)(=O)[CH2:8][CH2:9][CH2:10][CH2:11][C:12]#C.[CH3:16][C:17]1[NH:18][CH:19]=[C:20]([CH3:22])[CH:21]=1.[B:23]([F:26])(F)[F:24].CCOCC.[CH:32]([N:35]([CH:38]([CH3:40])[CH3:39])CC)([CH3:34])[CH3:33].